From a dataset of Full USPTO retrosynthesis dataset with 1.9M reactions from patents (1976-2016). Predict the reactants needed to synthesize the given product. (1) Given the product [F:1][C:2]1[CH:7]=[CH:6][CH:5]=[C:4]([F:38])[C:3]=1[N:8]1[C:13]2[CH:14]=[CH:15][CH:16]=[CH:17][C:12]=2[CH2:11][CH:10]([CH2:18][CH2:19][CH2:20][NH:21][CH3:22])[S:9]1(=[O:24])=[O:23], predict the reactants needed to synthesize it. The reactants are: [F:1][C:2]1[CH:7]=[CH:6][CH:5]=[CH:4][C:3]=1[N:8]1[C:13]2[CH:14]=[CH:15][CH:16]=[CH:17][C:12]=2[CH2:11][CH:10]([CH2:18][CH2:19][CH2:20][NH:21][CH3:22])[S:9]1(=[O:24])=[O:23].BrC1C=CC=CC=1CCS(Cl)(=O)=O.[F:38]C1C=CC=C(F)C=1N.CN(C)CC. (2) Given the product [CH3:21][N:22]([CH3:26])[CH2:23][CH2:24][NH:25][C:2]1[N:7]=[C:6]2[N:8]([Si:11]([CH:18]([CH3:20])[CH3:19])([CH:15]([CH3:17])[CH3:16])[CH:12]([CH3:14])[CH3:13])[CH:9]=[CH:10][C:5]2=[CH:4][CH:3]=1, predict the reactants needed to synthesize it. The reactants are: Br[C:2]1[N:7]=[C:6]2[N:8]([Si:11]([CH:18]([CH3:20])[CH3:19])([CH:15]([CH3:17])[CH3:16])[CH:12]([CH3:14])[CH3:13])[CH:9]=[CH:10][C:5]2=[CH:4][CH:3]=1.[CH3:21][N:22]([CH3:26])[CH2:23][CH2:24][NH2:25].CC(C)([O-])C.[Na+].[Na+].[Cl-].